From a dataset of Reaction yield outcomes from USPTO patents with 853,638 reactions. Predict the reaction yield, written as a fraction of the theoretical maximum amount of product (1.0 means a 100% yield; for example, 0.34 means a 34% yield). (1) The reactants are [C:1]([NH:9][C@H:10]1[CH2:14][N:13]([C:15](=[O:25])[CH2:16][NH:17][C:18]([O:20][C:21]([CH3:24])([CH3:23])[CH3:22])=[O:19])[C@H:12]([C:26]([O:28]C)=[O:27])[CH2:11]1)(=[O:8])[C:2]1[CH:7]=[CH:6][CH:5]=[CH:4][CH:3]=1.[OH-].[Na+].Cl. The catalyst is CO. The product is [C:1]([NH:9][C@H:10]1[CH2:14][N:13]([C:15](=[O:25])[CH2:16][NH:17][C:18]([O:20][C:21]([CH3:24])([CH3:22])[CH3:23])=[O:19])[C@H:12]([C:26]([OH:28])=[O:27])[CH2:11]1)(=[O:8])[C:2]1[CH:3]=[CH:4][CH:5]=[CH:6][CH:7]=1. The yield is 0.850. (2) The reactants are [NH2:1][CH2:2][C@@H:3]([N:5]1[CH:9]=[CH:8][C:7]([C:10]2[CH:17]=[CH:16][C:13]([C:14]#[N:15])=[C:12]([Cl:18])[CH:11]=2)=[N:6]1)[CH3:4].[C:19]([C:22]1[CH:26]=[C:25]([C:27](O)=[O:28])[NH:24][N:23]=1)(=[O:21])[CH3:20]. No catalyst specified. The product is [C:19]([C:22]1[CH:26]=[C:25]([C:27]([NH:1][CH2:2][C@@H:3]([N:5]2[CH:9]=[CH:8][C:7]([C:10]3[CH:17]=[CH:16][C:13]([C:14]#[N:15])=[C:12]([Cl:18])[CH:11]=3)=[N:6]2)[CH3:4])=[O:28])[NH:24][N:23]=1)(=[O:21])[CH3:20]. The yield is 0.180. (3) The reactants are [CH:1]([N:4]1[C:12]2[CH:11]=[C:10]([NH:13][C:14]3[CH:19]=[CH:18][N:17]=[C:16]([C:20]4[CH:21]=[CH:22][C:23]([C:26]([OH:28])=O)=[N:24][CH:25]=4)[N:15]=3)[N:9]=[CH:8][C:7]=2[N:6]=[C:5]1[CH3:29])([CH3:3])[CH3:2].[Cl-].[NH4+].C([N:35](CC)C(C)C)(C)C.F[P-](F)(F)(F)(F)F.CN(C(N(C)C)=[N+]1C2C(=NC=CC=2)[N+]([O-])=N1)C. The catalyst is CN(C)C=O.CO.Cl.O. The product is [CH:1]([N:4]1[C:12]2[CH:11]=[C:10]([NH:13][C:14]3[CH:19]=[CH:18][N:17]=[C:16]([C:20]4[CH:21]=[CH:22][C:23]([C:26]([NH2:35])=[O:28])=[N:24][CH:25]=4)[N:15]=3)[N:9]=[CH:8][C:7]=2[N:6]=[C:5]1[CH3:29])([CH3:3])[CH3:2]. The yield is 0.400. (4) The reactants are [NH2:1][CH2:2][CH2:3][O:4][C@@H:5]([C:19]1[CH:24]=[CH:23][CH:22]=[C:21]([F:25])[C:20]=1[C:26]1[CH:31]=[CH:30][CH:29]=[C:28]([CH3:32])[CH:27]=1)[C@@H:6]1[CH2:11][CH2:10][CH2:9][N:8]([C:12]([O:14][C:15]([CH3:18])([CH3:17])[CH3:16])=[O:13])[CH2:7]1.CCN(CC)CC.[C:40](Cl)(=[O:42])[CH3:41]. The catalyst is C(Cl)Cl. The product is [C:40]([NH:1][CH2:2][CH2:3][O:4][C@@H:5]([C:19]1[CH:24]=[CH:23][CH:22]=[C:21]([F:25])[C:20]=1[C:26]1[CH:31]=[CH:30][CH:29]=[C:28]([CH3:32])[CH:27]=1)[C@@H:6]1[CH2:11][CH2:10][CH2:9][N:8]([C:12]([O:14][C:15]([CH3:18])([CH3:17])[CH3:16])=[O:13])[CH2:7]1)(=[O:42])[CH3:41]. The yield is 0.850. (5) The reactants are Br[C:2]1[CH:7]=[N:6][C:5]([I:8])=[CH:4][N:3]=1.[C:9](=O)([O-])[O-].[Cs+].[Cs+].C[N:16]1[CH2:21][CH2:20][NH:19][CH2:18][CH2:17]1. The catalyst is CN(C=O)C. The product is [I:8][C:5]1[N:6]=[CH:7][C:2]([N:16]2[CH2:21][CH2:20][NH:19][CH:18]([CH3:9])[CH2:17]2)=[N:3][CH:4]=1. The yield is 0.950. (6) The reactants are [H-].[Na+].[NH:3]1[CH2:8][CH2:7][CH2:6][CH2:5][C:4]1=[O:9].Br[CH2:11][CH2:12][CH2:13][Cl:14]. The catalyst is C1COCC1. The product is [Cl:14][CH2:13][CH2:12][CH2:11][N:3]1[CH2:8][CH2:7][CH2:6][CH2:5][C:4]1=[O:9]. The yield is 0.350.